Predict which catalyst facilitates the given reaction. From a dataset of Catalyst prediction with 721,799 reactions and 888 catalyst types from USPTO. (1) The catalyst class is: 9. Reactant: [F:1][C:2]([F:11])([F:10])[C:3]1[C:4]([NH2:9])=[N:5][CH:6]=[CH:7][CH:8]=1.Br[CH2:13][C:14](=O)[C:15]([O:17][CH3:18])=[O:16]. Product: [F:11][C:2]([F:1])([F:10])[C:3]1[C:4]2[N:5]([CH:13]=[C:14]([C:15]([O:17][CH3:18])=[O:16])[N:9]=2)[CH:6]=[CH:7][CH:8]=1. (2) Reactant: [F:1][C:2]1[C:7]([NH:8][S:9]([C:12]2[CH:16]=[CH:15][O:14][CH:13]=2)(=[O:11])=[O:10])=[CH:6][CH:5]=[CH:4][C:3]=1[C:17]1[N:18]=[C:19]([CH:29]2[CH2:34][CH2:33][N:32](C(OC(C)(C)C)=O)[CH2:31][CH2:30]2)[S:20][C:21]=1[C:22]1[CH:27]=[CH:26][N:25]=[C:24]([CH3:28])[N:23]=1.C(O)(C(F)(F)F)=O. Product: [F:1][C:2]1[C:3]([C:17]2[N:18]=[C:19]([CH:29]3[CH2:34][CH2:33][NH:32][CH2:31][CH2:30]3)[S:20][C:21]=2[C:22]2[CH:27]=[CH:26][N:25]=[C:24]([CH3:28])[N:23]=2)=[CH:4][CH:5]=[CH:6][C:7]=1[NH:8][S:9]([C:12]1[CH:16]=[CH:15][O:14][CH:13]=1)(=[O:10])=[O:11]. The catalyst class is: 4. (3) The catalyst class is: 1. Reactant: Cl.[CH:2]([C:5]1[N:9]=[C:8]([N:10]2[CH2:15][CH2:14][CH:13]([NH2:16])[CH2:12][CH2:11]2)[S:7][N:6]=1)([CH3:4])[CH3:3].C(N(CC)CC)C.[Br:24][CH2:25][CH2:26][CH2:27][C:28](Cl)=[O:29]. Product: [Br:24][CH2:25][CH2:26][CH2:27][C:28]([NH:16][CH:13]1[CH2:12][CH2:11][N:10]([C:8]2[S:7][N:6]=[C:5]([CH:2]([CH3:4])[CH3:3])[N:9]=2)[CH2:15][CH2:14]1)=[O:29].